This data is from NCI-60 drug combinations with 297,098 pairs across 59 cell lines. The task is: Regression. Given two drug SMILES strings and cell line genomic features, predict the synergy score measuring deviation from expected non-interaction effect. (1) Drug 1: CC1=C(C(=O)C2=C(C1=O)N3CC4C(C3(C2COC(=O)N)OC)N4)N. Drug 2: C1C(C(OC1N2C=NC(=NC2=O)N)CO)O. Cell line: IGROV1. Synergy scores: CSS=7.02, Synergy_ZIP=-6.05, Synergy_Bliss=-3.08, Synergy_Loewe=-3.16, Synergy_HSA=-2.52. (2) Drug 2: CC1=C(C(=CC=C1)Cl)NC(=O)C2=CN=C(S2)NC3=CC(=NC(=N3)C)N4CCN(CC4)CCO. Synergy scores: CSS=11.3, Synergy_ZIP=-1.81, Synergy_Bliss=2.12, Synergy_Loewe=-0.974, Synergy_HSA=0.683. Cell line: NCI-H522. Drug 1: CC1C(C(=O)NC(C(=O)N2CCCC2C(=O)N(CC(=O)N(C(C(=O)O1)C(C)C)C)C)C(C)C)NC(=O)C3=C4C(=C(C=C3)C)OC5=C(C(=O)C(=C(C5=N4)C(=O)NC6C(OC(=O)C(N(C(=O)CN(C(=O)C7CCCN7C(=O)C(NC6=O)C(C)C)C)C)C(C)C)C)N)C. (3) Drug 1: CC1=C2C(C(=O)C3(C(CC4C(C3C(C(C2(C)C)(CC1OC(=O)C(C(C5=CC=CC=C5)NC(=O)C6=CC=CC=C6)O)O)OC(=O)C7=CC=CC=C7)(CO4)OC(=O)C)O)C)OC(=O)C. Drug 2: CC1CCCC2(C(O2)CC(NC(=O)CC(C(C(=O)C(C1O)C)(C)C)O)C(=CC3=CSC(=N3)C)C)C. Cell line: OVCAR-5. Synergy scores: CSS=82.0, Synergy_ZIP=4.38, Synergy_Bliss=2.99, Synergy_Loewe=3.83, Synergy_HSA=7.39. (4) Drug 1: CC1=C2C(C(=O)C3(C(CC4C(C3C(C(C2(C)C)(CC1OC(=O)C(C(C5=CC=CC=C5)NC(=O)C6=CC=CC=C6)O)O)OC(=O)C7=CC=CC=C7)(CO4)OC(=O)C)O)C)OC(=O)C. Drug 2: CC1CCC2CC(C(=CC=CC=CC(CC(C(=O)C(C(C(=CC(C(=O)CC(OC(=O)C3CCCCN3C(=O)C(=O)C1(O2)O)C(C)CC4CCC(C(C4)OC)OCCO)C)C)O)OC)C)C)C)OC. Cell line: IGROV1. Synergy scores: CSS=13.4, Synergy_ZIP=-5.49, Synergy_Bliss=1.93, Synergy_Loewe=-18.0, Synergy_HSA=0.524. (5) Drug 1: C1=C(C(=O)NC(=O)N1)N(CCCl)CCCl. Drug 2: CC1=C2C(C(=O)C3(C(CC4C(C3C(C(C2(C)C)(CC1OC(=O)C(C(C5=CC=CC=C5)NC(=O)C6=CC=CC=C6)O)O)OC(=O)C7=CC=CC=C7)(CO4)OC(=O)C)O)C)OC(=O)C. Cell line: UACC-257. Synergy scores: CSS=12.8, Synergy_ZIP=-11.8, Synergy_Bliss=-7.28, Synergy_Loewe=-19.7, Synergy_HSA=-6.51. (6) Drug 1: CNC(=O)C1=CC=CC=C1SC2=CC3=C(C=C2)C(=NN3)C=CC4=CC=CC=N4. Drug 2: CC1=C(C(=CC=C1)Cl)NC(=O)C2=CN=C(S2)NC3=CC(=NC(=N3)C)N4CCN(CC4)CCO. Cell line: UACC-257. Synergy scores: CSS=-0.313, Synergy_ZIP=-0.742, Synergy_Bliss=-5.46, Synergy_Loewe=-9.92, Synergy_HSA=-6.12. (7) Drug 1: CN(CCCl)CCCl.Cl. Drug 2: C1CNP(=O)(OC1)N(CCCl)CCCl. Cell line: NCI-H322M. Synergy scores: CSS=-1.73, Synergy_ZIP=3.03, Synergy_Bliss=3.59, Synergy_Loewe=-1.55, Synergy_HSA=-1.28. (8) Synergy scores: CSS=5.01, Synergy_ZIP=-3.32, Synergy_Bliss=-1.88, Synergy_Loewe=-7.32, Synergy_HSA=-1.86. Drug 2: C1=NC2=C(N=C(N=C2N1C3C(C(C(O3)CO)O)F)Cl)N. Drug 1: C1=NC2=C(N1)C(=S)N=CN2. Cell line: PC-3.